This data is from Reaction yield outcomes from USPTO patents with 853,638 reactions. The task is: Predict the reaction yield, written as a fraction of the theoretical maximum amount of product (1.0 means a 100% yield; for example, 0.34 means a 34% yield). (1) The reactants are C[O:2][C:3]([C:5]1[C:10]([CH2:11][NH:12][O:13][C:14]([CH3:17])([CH3:16])[CH3:15])=[CH:9][C:8]([Br:18])=[CH:7][N:6]=1)=O.[O-]CC.[Na+].O. The catalyst is CO.C(O)(=O)C. The product is [Br:18][C:8]1[CH:9]=[C:10]2[CH2:11][N:12]([O:13][C:14]([CH3:17])([CH3:16])[CH3:15])[C:3](=[O:2])[C:5]2=[N:6][CH:7]=1. The yield is 0.720. (2) The reactants are [Br:1][C:2]1[C:11]([CH2:12][CH2:13][C:14]([F:17])([F:16])[F:15])=[CH:10][C:9]2[C:4](=[CH:5][CH:6]=[C:7]([O:18][CH3:19])[CH:8]=2)[C:3]=1[OH:20].[CH3:21][O:22][CH2:23]Cl.C(N(C(C)C)CC)(C)C. The catalyst is C1COCC1. The product is [Br:1][C:2]1[C:11]([CH2:12][CH2:13][C:14]([F:17])([F:16])[F:15])=[CH:10][C:9]2[C:4](=[CH:5][CH:6]=[C:7]([O:18][CH3:19])[CH:8]=2)[C:3]=1[O:20][CH2:21][O:22][CH3:23]. The yield is 0.800. (3) The reactants are [CH3:1][C:2]([C:4]1[CH:9]=[CH:8][C:7]([O:10][CH3:11])=[C:6]([F:12])[CH:5]=1)=O.Cl.[N+:14]([C:17]1[CH:25]=[CH:24][C:20]([CH2:21][O:22][NH2:23])=[CH:19][CH:18]=1)([O-:16])=[O:15].N1C=CC=CC=1. The catalyst is C(O)C. The product is [N+:14]([C:17]1[CH:18]=[CH:19][C:20]([CH2:21][O:22][N:23]=[C:2]([C:4]2[CH:9]=[CH:8][C:7]([O:10][CH3:11])=[C:6]([F:12])[CH:5]=2)[CH3:1])=[CH:24][CH:25]=1)([O-:16])=[O:15]. The yield is 0.650. (4) The reactants are Br[C:2]1[CH:7]=[C:6]([N+:8]([O-:10])=[O:9])[CH:5]=[CH:4][C:3]=1[NH:11][C:12]([CH3:15])([CH3:14])[CH3:13].[C:16]([Si:18]([CH3:21])([CH3:20])[CH3:19])#[CH:17].N#N. The catalyst is CCN(CC)CC.Cl[Pd](Cl)([P](C1C=CC=CC=1)(C1C=CC=CC=1)C1C=CC=CC=1)[P](C1C=CC=CC=1)(C1C=CC=CC=1)C1C=CC=CC=1.[Cu]I. The product is [C:12]([NH:11][C:3]1[CH:4]=[CH:5][C:6]([N+:8]([O-:10])=[O:9])=[CH:7][C:2]=1[C:17]#[C:16][Si:18]([CH3:21])([CH3:20])[CH3:19])([CH3:15])([CH3:14])[CH3:13]. The yield is 0.160.